From a dataset of Peptide-MHC class I binding affinity with 185,985 pairs from IEDB/IMGT. Regression. Given a peptide amino acid sequence and an MHC pseudo amino acid sequence, predict their binding affinity value. This is MHC class I binding data. (1) The peptide sequence is KVSWRWMVY. The MHC is BoLA-T2a with pseudo-sequence BoLA-T2a. The binding affinity (normalized) is 0.144. (2) The peptide sequence is KLFLESGAV. The MHC is HLA-A02:01 with pseudo-sequence HLA-A02:01. The binding affinity (normalized) is 0.609.